Dataset: Full USPTO retrosynthesis dataset with 1.9M reactions from patents (1976-2016). Task: Predict the reactants needed to synthesize the given product. (1) Given the product [OH:40][CH2:39][C@@H:35]1[CH2:36][CH2:37][CH2:38][N:34]1[CH:31]1[CH2:32][CH2:33][N:28]([C:23]([C:3]2[C:4]([C:17]3[CH:18]=[CH:19][N:20]=[CH:21][CH:22]=3)=[N:5][N:6]([C:7]3[CH:12]=[CH:11][CH:10]=[C:9]([C:13]([F:16])([F:14])[F:15])[CH:8]=3)[C:2]=2[CH3:1])=[O:24])[CH2:29][CH2:30]1, predict the reactants needed to synthesize it. The reactants are: [CH3:1][C:2]1[N:6]([C:7]2[CH:12]=[CH:11][CH:10]=[C:9]([C:13]([F:16])([F:15])[F:14])[CH:8]=2)[N:5]=[C:4]([C:17]2[CH:22]=[CH:21][N:20]=[CH:19][CH:18]=2)[C:3]=1[C:23](O)=[O:24].Cl.Cl.[NH:28]1[CH2:33][CH2:32][CH:31]([N:34]2[CH2:38][CH2:37][CH2:36][C@H:35]2[CH2:39][OH:40])[CH2:30][CH2:29]1. (2) Given the product [NH2:19][C:20]1[N:21]=[C:22]([Cl:27])[CH:23]=[C:24]([C:6]2[O:7][CH:8]=[CH:9][CH:10]=2)[N:25]=1, predict the reactants needed to synthesize it. The reactants are: C([Sn](CCCC)(CCCC)[C:6]1[O:7][CH:8]=[CH:9][CH:10]=1)CCC.[NH2:19][C:20]1[N:25]=[C:24](Cl)[CH:23]=[C:22]([Cl:27])[N:21]=1.